From a dataset of Full USPTO retrosynthesis dataset with 1.9M reactions from patents (1976-2016). Predict the reactants needed to synthesize the given product. Given the product [NH3:4].[CH3:12][CH:11]([CH3:13])[CH:8]([NH:7][C:5]1[O:6][CH2:2][CH2:3][N:4]=1)[C:9]#[CH:10], predict the reactants needed to synthesize it. The reactants are: Cl[CH2:2][CH2:3][NH:4][C:5]([NH:7][CH:8]([CH:11]([CH3:13])[CH3:12])[C:9]#[CH:10])=[O:6].C(=O)([O-])[O-].[Na+].[Na+].